This data is from Peptide-MHC class I binding affinity with 185,985 pairs from IEDB/IMGT. The task is: Regression. Given a peptide amino acid sequence and an MHC pseudo amino acid sequence, predict their binding affinity value. This is MHC class I binding data. (1) The peptide sequence is APGKSLGTL. The MHC is HLA-B15:01 with pseudo-sequence HLA-B15:01. The binding affinity (normalized) is 0.213. (2) The peptide sequence is RLRDLLLIVTR. The MHC is HLA-B45:01 with pseudo-sequence HLA-B45:01. The binding affinity (normalized) is 0.234. (3) The peptide sequence is KFNILSSPL. The MHC is HLA-A30:02 with pseudo-sequence HLA-A30:02. The binding affinity (normalized) is 0.339.